This data is from Reaction yield outcomes from USPTO patents with 853,638 reactions. The task is: Predict the reaction yield, written as a fraction of the theoretical maximum amount of product (1.0 means a 100% yield; for example, 0.34 means a 34% yield). (1) The reactants are P(Cl)(Cl)([Cl:3])=O.CN([CH:9]=[O:10])C.O[C:12]1[NH:17][C:16]([S:18][CH3:19])=[N:15]C(=O)C=1.Cl[CH:22]=[C:23]([Cl:25])Cl. No catalyst specified. The product is [Cl:25][C:23]1[C:22]([CH:9]=[O:10])=[C:12]([Cl:3])[N:17]=[C:16]([S:18][CH3:19])[N:15]=1. The yield is 0.610. (2) The reactants are [OH:1][C:2]1[CH:10]=[C:9]([OH:11])[C:8]([Br:12])=[CH:7][C:3]=1[C:4]([OH:6])=[O:5].[CH:13]1[CH:18]=[CH:17][C:16]([CH2:19]Br)=[CH:15][CH:14]=1.C([O-])([O-])=O.[K+].[K+]. The catalyst is CC(C)=O. The product is [CH2:19]([O:5][C:4](=[O:6])[C:3]1[CH:7]=[C:8]([Br:12])[C:9]([O:11][CH2:19][C:16]2[CH:17]=[CH:18][CH:13]=[CH:14][CH:15]=2)=[CH:10][C:2]=1[O:1][CH2:4][C:3]1[CH:7]=[CH:8][CH:9]=[CH:10][CH:2]=1)[C:16]1[CH:17]=[CH:18][CH:13]=[CH:14][CH:15]=1. The yield is 0.950.